From a dataset of Forward reaction prediction with 1.9M reactions from USPTO patents (1976-2016). Predict the product of the given reaction. (1) Given the reactants Cl[C:2]1[N:7]=[C:6]([NH:8][CH3:9])[N:5]=[C:4]([N:10]2[CH2:15][CH2:14][CH:13]([C:16]([NH:18][CH2:19][C:20]3[CH:25]=[CH:24][CH:23]=[CH:22][C:21]=3[C:26]([F:29])([F:28])[F:27])=[O:17])[CH2:12][CH2:11]2)[N:3]=1.[CH3:30][C:31]1[CH:36]=[CH:35][CH:34]=[CH:33][C:32]=1B(O)O.C([O-])([O-])=O.[Na+].[Na+].CC#N, predict the reaction product. The product is: [CH3:9][NH:8][C:6]1[N:7]=[C:2]([C:32]2[CH:33]=[CH:34][CH:35]=[CH:36][C:31]=2[CH3:30])[N:3]=[C:4]([N:10]2[CH2:15][CH2:14][CH:13]([C:16]([NH:18][CH2:19][C:20]3[CH:25]=[CH:24][CH:23]=[CH:22][C:21]=3[C:26]([F:28])([F:29])[F:27])=[O:17])[CH2:12][CH2:11]2)[N:5]=1. (2) Given the reactants Cl[C:2]1[CH:7]=[CH:6][CH:5]=[CH:4][N:3]=1.[C:8]1(B(O)O)[CH:13]=[CH:12][CH:11]=[CH:10][CH:9]=1.C([O-])([O-])=O.[Na+].[Na+], predict the reaction product. The product is: [C:8]1([C:2]2[CH:7]=[CH:6][CH:5]=[CH:4][N:3]=2)[CH:13]=[CH:12][CH:11]=[CH:10][CH:9]=1. (3) Given the reactants [O:1]=[C:2]([CH:4]([NH:8][C:9](=[O:13])[N:10]([CH3:12])[CH3:11])[C:5](=[O:7])[CH3:6])[CH3:3].C=C[C@@H]1[C@@H]2C[C@@H:23]([C@H:24](O)[C:25]3C=CN=[C:29]4[CH:34]=[CH:33][CH:32]=[CH:31][C:30]=34)[N:18](CC2)C1.[CH3:36][CH2:37][O:38][C:39](C)=[O:40], predict the reaction product. The product is: [C:2]([C:4]([NH:8][C:9]([N:10]([CH3:11])[CH3:12])=[O:13])([C:5](=[O:7])[CH3:6])[C@H:23]([NH:18][C:39](=[O:40])[O:38][CH2:37][C:36]1[CH:6]=[CH:5][CH:4]=[CH:2][CH:3]=1)/[CH:24]=[CH:25]/[C:30]1[CH:31]=[CH:32][CH:33]=[CH:34][CH:29]=1)(=[O:1])[CH3:3]. (4) The product is: [I:1][C:2]1[CH:3]=[CH:4][CH:5]=[C:6]2[C:11]=1[N:10]=[C:9]([S:12][CH3:18])[N:8]([CH2:13][CH2:14][O:15][CH3:16])[C:7]2=[O:17]. Given the reactants [I:1][C:2]1[CH:3]=[CH:4][CH:5]=[C:6]2[C:11]=1[NH:10][C:9](=[S:12])[N:8]([CH2:13][CH2:14][O:15][CH3:16])[C:7]2=[O:17].[C:18]([O-])([O-])=O.[K+].[K+].CI, predict the reaction product. (5) Given the reactants [OH:1][C:2]1[C:7]([C:8]([OH:10])=O)=[CH:6][N:5]=[C:4]([N:11]2[CH:15]=[CH:14][CH:13]=[N:12]2)[N:3]=1.CN(C(ON1N=NC2C=CC=NC1=2)=[N+](C)C)C.F[P-](F)(F)(F)(F)F.CCN(CC)CC.[NH2:47][CH:48]([C:63]1[CH:68]=[CH:67][CH:66]=[CH:65][CH:64]=1)[C:49]1[CH:54]=[CH:53][C:52]([P:55](=[O:62])([O:59][CH2:60][CH3:61])[O:56][CH2:57][CH3:58])=[CH:51][CH:50]=1, predict the reaction product. The product is: [OH:1][C:2]1[C:7]([C:8]([NH:47][CH:48]([C:63]2[CH:64]=[CH:65][CH:66]=[CH:67][CH:68]=2)[C:49]2[CH:54]=[CH:53][C:52]([P:55](=[O:62])([O:56][CH2:57][CH3:58])[O:59][CH2:60][CH3:61])=[CH:51][CH:50]=2)=[O:10])=[CH:6][N:5]=[C:4]([N:11]2[CH:15]=[CH:14][CH:13]=[N:12]2)[N:3]=1.